Task: Predict which catalyst facilitates the given reaction.. Dataset: Catalyst prediction with 721,799 reactions and 888 catalyst types from USPTO (1) Reactant: Cl[C:2]1[CH:7]=[C:6]([Cl:8])[N:5]=[C:4]([CH3:9])[N:3]=1.[F:10][C:11]([F:32])([F:31])[C:12]1[CH:17]=[CH:16][CH:15]=[CH:14][C:13]=1[CH2:18][NH:19][C:20]([C:22]1[CH:23]=[C:24]2[C:28](=[CH:29][CH:30]=1)[NH:27][CH2:26][CH2:25]2)=[O:21].O1CCOCC1. Product: [Cl:8][C:6]1[N:5]=[C:4]([CH3:9])[N:3]=[C:2]([N:27]2[C:28]3[C:24](=[CH:23][C:22]([C:20]([NH:19][CH2:18][C:13]4[CH:14]=[CH:15][CH:16]=[CH:17][C:12]=4[C:11]([F:10])([F:31])[F:32])=[O:21])=[CH:30][CH:29]=3)[CH2:25][CH2:26]2)[CH:7]=1. The catalyst class is: 33. (2) Reactant: [Cl:1][C:2]1[CH:7]=[CH:6][C:5]([C:8]2[CH:9]=[C:10]3[C:25](=[O:26])[CH2:24][C:23]([CH3:28])([CH3:27])[O:22][C:11]3=[N:12][C:13]=2[C:14]2[CH:19]=[CH:18][C:17]([Cl:20])=[CH:16][C:15]=2[Cl:21])=[CH:4][CH:3]=1. Product: [Cl:1][C:2]1[CH:3]=[CH:4][C:5]([C:8]2[CH:9]=[C:10]3[C@@H:25]([OH:26])[CH2:24][C:23]([CH3:28])([CH3:27])[O:22][C:11]3=[N:12][C:13]=2[C:14]2[CH:19]=[CH:18][C:17]([Cl:20])=[CH:16][C:15]=2[Cl:21])=[CH:6][CH:7]=1. The catalyst class is: 2.